From a dataset of Forward reaction prediction with 1.9M reactions from USPTO patents (1976-2016). Predict the product of the given reaction. (1) Given the reactants Cl[C:2]1[N:7]=[C:6]([NH:8][C:9]2[CH:14]=[CH:13][C:12]3[O:15][CH2:16][CH2:17][O:18][C:11]=3[CH:10]=2)[C:5]([F:19])=[CH:4][N:3]=1.[Cl:20][C:21]1[CH:22]=[C:23]([CH:25]=[C:26]([Cl:29])[C:27]=1[OH:28])[NH2:24], predict the reaction product. The product is: [CH2:17]1[CH2:16][O:15][C:12]2[CH:13]=[CH:14][C:9]([NH:8][C:6]3[C:5]([F:19])=[CH:4][N:3]=[C:2]([NH:24][C:23]4[CH:22]=[C:21]([Cl:20])[C:27]([OH:28])=[C:26]([Cl:29])[CH:25]=4)[N:7]=3)=[CH:10][C:11]=2[O:18]1. (2) Given the reactants [F:1][C:2]1[CH:17]=[CH:16][C:5]([CH2:6][N:7]2[C:15]3[C:10](=[CH:11][CH:12]=[CH:13][CH:14]=3)[CH:9]=[CH:8]2)=[CH:4][CH:3]=1.[C:18](Cl)(=[O:22])[C:19](Cl)=[O:20].[NH2:24][C:25]1[CH:30]=[CH:29][N:28]=[CH:27][CH:26]=1, predict the reaction product. The product is: [N:28]1[CH:29]=[CH:30][C:25]([NH:24][C:18](=[O:22])[C:19]([C:9]2[C:10]3[C:15](=[CH:14][CH:13]=[CH:12][CH:11]=3)[N:7]([CH2:6][C:5]3[CH:4]=[CH:3][C:2]([F:1])=[CH:17][CH:16]=3)[CH:8]=2)=[O:20])=[CH:26][CH:27]=1.